Dataset: Peptide-MHC class I binding affinity with 185,985 pairs from IEDB/IMGT. Task: Regression. Given a peptide amino acid sequence and an MHC pseudo amino acid sequence, predict their binding affinity value. This is MHC class I binding data. (1) The peptide sequence is LPGPDTRHL. The MHC is HLA-B53:01 with pseudo-sequence HLA-B53:01. The binding affinity (normalized) is 0.117. (2) The peptide sequence is AFYTRVLKP. The MHC is HLA-A11:01 with pseudo-sequence HLA-A11:01. The binding affinity (normalized) is 0.0670. (3) The peptide sequence is IQDEIVAAY. The MHC is HLA-B27:05 with pseudo-sequence HLA-B27:05. The binding affinity (normalized) is 0.0847. (4) The peptide sequence is YAMCTNTFV. The MHC is HLA-A68:02 with pseudo-sequence HLA-A68:02. The binding affinity (normalized) is 0.962.